From a dataset of Reaction yield outcomes from USPTO patents with 853,638 reactions. Predict the reaction yield, written as a fraction of the theoretical maximum amount of product (1.0 means a 100% yield; for example, 0.34 means a 34% yield). The reactants are Cl.Cl.[NH:3]1[C:7]2=[CH:8][N:9]=[CH:10][CH:11]=[C:6]2[CH:5]=[C:4]1[CH:12]([NH2:14])[CH3:13].[C:15]([NH:22][CH2:23][CH2:24][C:25](O)=[O:26])([O:17][C:18]([CH3:21])([CH3:20])[CH3:19])=[O:16].C(N(C(C)C)CC)(C)C.CCN=C=NCCCN(C)C.C1C=CC2N(O)N=NC=2C=1. The catalyst is C(Cl)Cl. The product is [C:18]([O:17][C:15](=[O:16])[NH:22][CH2:23][CH2:24][C:25](=[O:26])[NH:14][CH:12]([C:4]1[NH:3][C:7]2=[CH:8][N:9]=[CH:10][CH:11]=[C:6]2[CH:5]=1)[CH3:13])([CH3:21])([CH3:19])[CH3:20]. The yield is 0.580.